From a dataset of Forward reaction prediction with 1.9M reactions from USPTO patents (1976-2016). Predict the product of the given reaction. (1) Given the reactants [F:1][C:2]([F:13])([F:12])[C:3]1[CH:4]=[C:5]([CH:9]=[CH:10][CH:11]=1)[C:6](Cl)=[O:7].CCN(CC)CC.[CH:21]([NH2:24])([CH3:23])[CH3:22], predict the reaction product. The product is: [F:1][C:2]([F:13])([F:12])[C:3]1[CH:4]=[C:5]([CH:9]=[CH:10][CH:11]=1)[C:6]([NH:24][CH:21]([CH3:23])[CH3:22])=[O:7]. (2) Given the reactants [Cl:1][C:2]1[C:7]([Cl:8])=[CH:6][C:5]([C:9](=[O:11])[CH3:10])=[C:4]([OH:12])[C:3]=1[I:13].[C:14](=O)([O-])[O-].[K+].[K+].CI, predict the reaction product. The product is: [Cl:1][C:2]1[C:7]([Cl:8])=[CH:6][C:5]([C:9](=[O:11])[CH3:10])=[C:4]([O:12][CH3:14])[C:3]=1[I:13]. (3) Given the reactants CCN(P1(N(C)CCCN1C)=NC(C)(C)C)CC.[CH3:19][O:20][C:21](=[O:33])[CH2:22][C:23]1[C:31]2[C:26](=[N:27][CH:28]=[CH:29][CH:30]=2)[NH:25][C:24]=1[CH3:32].Br[CH2:35][C:36]1[CH:41]=[CH:40][C:39]([S:42]([CH2:45][CH3:46])(=[O:44])=[O:43])=[CH:38][CH:37]=1, predict the reaction product. The product is: [CH3:19][O:20][C:21](=[O:33])[CH2:22][C:23]1[C:31]2[C:26](=[N:27][CH:28]=[CH:29][CH:30]=2)[N:25]([CH2:35][C:36]2[CH:37]=[CH:38][C:39]([S:42]([CH2:45][CH3:46])(=[O:44])=[O:43])=[CH:40][CH:41]=2)[C:24]=1[CH3:32]. (4) Given the reactants [Cl:1][C:2]1[CH:3]=[C:4]([CH:9]([C:12]2[C:17]([CH2:18][CH3:19])=[C:16]([O:20][CH3:21])[N:15]=[C:14]([O:22][CH3:23])[N:13]=2)C#N)[CH:5]=[C:6]([Cl:8])[CH:7]=1.[H-].[Na+].CN(C=[O:30])C, predict the reaction product. The product is: [Cl:1][C:2]1[CH:3]=[C:4]([C:9]([C:12]2[C:17]([CH2:18][CH3:19])=[C:16]([O:20][CH3:21])[N:15]=[C:14]([O:22][CH3:23])[N:13]=2)=[O:30])[CH:5]=[C:6]([Cl:8])[CH:7]=1. (5) Given the reactants [Br:1][C:2]1[CH:14]=[CH:13][C:12]2[C:11]3[C:6](=[CH:7][CH:8]=[CH:9][CH:10]=3)[CH2:5][C:4]=2[CH:3]=1.CS(O)(=O)=O.[C:20]1([OH:26])[CH:25]=[CH:24][CH:23]=[CH:22][CH:21]=1, predict the reaction product. The product is: [Br:1][C:2]1[CH:14]=[CH:13][C:12]2[C:11]3[C:6](=[CH:7][CH:8]=[CH:9][CH:10]=3)[C:5]([C:23]3[CH:24]=[CH:25][C:20]([OH:26])=[CH:21][CH:22]=3)([C:23]3[CH:24]=[CH:25][C:20]([OH:26])=[CH:21][CH:22]=3)[C:4]=2[CH:3]=1. (6) The product is: [CH3:1][C:2]([CH3:32])([CH3:31])[C@@H:3]([C:15]([N:17]1[CH2:22][C@@H:21]2[CH2:23][C@H:18]1[CH2:19][N:20]2[C:24]([O:26][C:27]([CH3:30])([CH3:29])[CH3:28])=[O:25])=[O:16])[NH2:4]. Given the reactants [CH3:1][C:2]([CH3:32])([CH3:31])[C@@H:3]([C:15]([N:17]1[CH2:22][C@@H:21]2[CH2:23][C@H:18]1[CH2:19][N:20]2[C:24]([O:26][C:27]([CH3:30])([CH3:29])[CH3:28])=[O:25])=[O:16])[NH:4]C(OCC1C=CC=CC=1)=O, predict the reaction product. (7) Given the reactants [C:1]([C:4]1[CH:5]=[C:6]([CH:24]=[CH:25][CH:26]=1)[O:7][C:8]1[C:13]([O:14][CH2:15][CH2:16][CH2:17][C:18]2[CH:23]=[CH:22][N:21]=[CH:20][CH:19]=2)=[CH:12][CH:11]=[CH:10][N:9]=1)([OH:3])=[O:2].[CH2:27](N=C=NCCCN(C)C)C.Cl.CO.C(OCC)(=O)C, predict the reaction product. The product is: [CH3:27][O:2][C:1]([C:4]1[CH:5]=[C:6]([CH:24]=[CH:25][CH:26]=1)[O:7][C:8]1[C:13]([O:14][CH2:15][CH2:16][CH2:17][C:18]2[CH:19]=[CH:20][N:21]=[CH:22][CH:23]=2)=[CH:12][CH:11]=[CH:10][N:9]=1)=[O:3]. (8) Given the reactants [Br:1][C:2]1[CH:7]=[CH:6][C:5]([Cl:8])=[CH:4][C:3]=1[CH2:9][OH:10].[H-].[Na+].[CH3:13]I, predict the reaction product. The product is: [Br:1][C:2]1[CH:7]=[CH:6][C:5]([Cl:8])=[CH:4][C:3]=1[CH2:9][O:10][CH3:13]. (9) Given the reactants [CH2:1]([Cl:5])[C:2]([OH:4])=[O:3].[C:6]1([CH:12]=[CH:13][C:14]2[CH:15]=[C:16]([OH:24])[C:17]([CH2:21][CH2:22][CH3:23])=[C:18](O)[CH:19]=2)[CH:11]=[CH:10][CH:9]=[CH:8][CH:7]=1, predict the reaction product. The product is: [Cl:5][CH2:1][C:2]([O:4][C:18]1[CH:19]=[C:14]([CH:13]=[CH:12][C:6]2[CH:7]=[CH:8][CH:9]=[CH:10][CH:11]=2)[CH:15]=[C:16]([O:24][C:2](=[O:3])[CH2:1][Cl:5])[C:17]=1[CH2:21][CH2:22][CH3:23])=[O:3]. (10) Given the reactants [NH2:1][C:2]1[CH:7]=[C:6]([Cl:8])[CH:5]=[CH:4][C:3]=1[C:9](=[O:11])[CH3:10].C([O-])([O-])=O.[K+].[K+].I[C:19]1[CH:24]=[CH:23][CH:22]=[CH:21][CH:20]=1, predict the reaction product. The product is: [Cl:8][C:6]1[CH:5]=[CH:4][C:3]([C:9](=[O:11])[CH3:10])=[C:2]([NH:1][C:19]2[CH:24]=[CH:23][CH:22]=[CH:21][CH:20]=2)[CH:7]=1.